This data is from Reaction yield outcomes from USPTO patents with 853,638 reactions. The task is: Predict the reaction yield, written as a fraction of the theoretical maximum amount of product (1.0 means a 100% yield; for example, 0.34 means a 34% yield). (1) The reactants are [CH:1]1[C:13]2[NH:12][C:11]3[C:6](=[CH:7][CH:8]=[CH:9][CH:10]=3)[C:5]=2[CH:4]=[CH:3][CH:2]=1.[H-].[Na+].I[CH3:17]. The catalyst is CN(C=O)C. The product is [CH3:17][N:12]1[C:11]2[CH:10]=[CH:9][CH:8]=[CH:7][C:6]=2[C:5]2[C:13]1=[CH:1][CH:2]=[CH:3][CH:4]=2. The yield is 0.770. (2) The reactants are [F:1][C:2]1[CH:19]=[CH:18][CH:17]=[CH:16][C:3]=1[O:4][C:5]1[N:10]=[CH:9][C:8]([CH2:11][C:12](Cl)=[N:13][OH:14])=[CH:7][CH:6]=1.O1CCCC1.[C:25]([C:27]1[C:28]([NH2:34])=[N:29][C:30]([NH2:33])=[CH:31][CH:32]=1)#[CH:26].C(N(CC)CC)C. The catalyst is O. The product is [F:1][C:2]1[CH:19]=[CH:18][CH:17]=[CH:16][C:3]=1[O:4][C:5]1[N:10]=[CH:9][C:8]([CH2:11][C:12]2[CH:26]=[C:25]([C:27]3[C:28]([NH2:34])=[N:29][C:30]([NH2:33])=[CH:31][CH:32]=3)[O:14][N:13]=2)=[CH:7][CH:6]=1. The yield is 0.450.